From a dataset of Drug-target binding data from BindingDB using IC50 measurements. Regression. Given a target protein amino acid sequence and a drug SMILES string, predict the binding affinity score between them. We predict pIC50 (pIC50 = -log10(IC50 in M); higher means more potent). Dataset: bindingdb_ic50. The target protein (P51449) has sequence MDRAPQRQHRASRELLAAKKTHTSQIEVIPCKICGDKSSGIHYGVITCEGCKGFFRRSQRCNAAYSCTRQQNCPIDRTSRNRCQHCRLQKCLALGMSRDAVKFGRMSKKQRDSLHAEVQKQLQQRQQQQQEPVVKTPPAGAQGADTLTYTLGLPDGQLPLGSSPDLPEASACPPGLLKASGSGPSYSNNLAKAGLNGASCHLEYSPERGKAEGRESFYSTGSQLTPDRCGLRFEEHRHPGLGELGQGPDSYGSPSFRSTPEAPYASLTEIEHLVQSVCKSYRETCQLRLEDLLRQRSNIFSREEVTGYQRKSMWEMWERCAHHLTEAIQYVVEFAKRLSGFMELCQNDQIVLLKAGAMEVVLVRMCRAYNADNRTVFFEGKYGGMELFRALGCSELISSIFDFSHSLSALHFSEDEIALYTALVLINAHRPGLQEKRKVEQLQYNLELAFHHHLCKTHRQSILAKLPPKGKLRSLCSQHVERLQIFQHLHPIVVQAAFPP.... The pIC50 is 7.5. The small molecule is CCn1cc(S(=O)(=O)N2c3cc(NC(=O)OC(C)(C)C(F)(F)F)ccc3O[C@@H](CNS(C)(=O)=O)[C@H]2C)c(OCCO)n1.